Task: Predict which catalyst facilitates the given reaction.. Dataset: Catalyst prediction with 721,799 reactions and 888 catalyst types from USPTO (1) Reactant: [CH3:1][O:2][C:3](=[O:19])[C:4]1[CH:9]=[CH:8][C:7]([CH2:10][NH:11][S:12]([CH2:15][N:16]=[N+:17]=[N-:18])(=[O:14])=[O:13])=[CH:6][CH:5]=1.[C:20]([O:24][C:25](=O)[O:26]C(C)(C)C)([CH3:23])([CH3:22])[CH3:21]. Product: [CH3:1][O:2][C:3](=[O:19])[C:4]1[CH:5]=[CH:6][C:7]([CH2:10][N:11]([S:12]([CH2:15][N:16]=[N+:17]=[N-:18])(=[O:13])=[O:14])[C:25]([O:24][C:20]([CH3:23])([CH3:22])[CH3:21])=[O:26])=[CH:8][CH:9]=1. The catalyst class is: 64. (2) Reactant: [O:1]=[S:2]1(=[O:44])[C:8]2[CH:9]=[CH:10][CH:11]=[CH:12][C:7]=2[CH2:6][N:5]([C:13]2[CH:22]=[C:21]([NH:23][C:24](=[O:42])[CH2:25][CH:26]([N:31]3C(=O)C4C(=CC=CC=4)C3=O)[C:27]([F:30])([F:29])[F:28])[C:20]3[C:15](=[CH:16][CH:17]=[C:18]([CH3:43])[CH:19]=3)[N:14]=2)[CH2:4][CH2:3]1.CN. Product: [NH2:31][CH:26]([C:27]([F:28])([F:29])[F:30])[CH2:25][C:24]([NH:23][C:21]1[C:20]2[C:15](=[CH:16][CH:17]=[C:18]([CH3:43])[CH:19]=2)[N:14]=[C:13]([N:5]2[CH2:6][C:7]3[CH:12]=[CH:11][CH:10]=[CH:9][C:8]=3[S:2](=[O:44])(=[O:1])[CH2:3][CH2:4]2)[CH:22]=1)=[O:42]. The catalyst class is: 8. (3) Reactant: O[C:2]1[C:7]([CH2:8][CH2:9][CH3:10])=[C:6]([OH:11])[CH:5]=[CH:4][C:3]=1[C:12](=[N:14][OH:15])[CH3:13].C(N(S(F)(F)F)CC)C. Product: [CH3:13][C:12]1[C:3]2[CH:4]=[CH:5][C:6]([OH:11])=[C:7]([CH2:8][CH2:9][CH3:10])[C:2]=2[O:15][N:14]=1. The catalyst class is: 2. (4) Reactant: [C:1]([C:5]1[O:9][C:8]([NH:10][C:11]2[CH:12]=[CH:13][C:14]([C:17]3[CH:22]=[CH:21][C:20]([C:23]45[CH2:30][CH2:29][C:26]([CH2:31][C:32]([O:34]C)=[O:33])([CH2:27][CH2:28]4)[O:25][CH2:24]5)=[CH:19][CH:18]=3)=[N:15][CH:16]=2)=[N:7][N:6]=1)([CH3:4])([CH3:3])[CH3:2].[OH-].[Na+]. Product: [C:1]([C:5]1[O:9][C:8]([NH:10][C:11]2[CH:12]=[CH:13][C:14]([C:17]3[CH:22]=[CH:21][C:20]([C:23]45[CH2:28][CH2:27][C:26]([CH2:31][C:32]([OH:34])=[O:33])([CH2:29][CH2:30]4)[O:25][CH2:24]5)=[CH:19][CH:18]=3)=[N:15][CH:16]=2)=[N:7][N:6]=1)([CH3:4])([CH3:2])[CH3:3]. The catalyst class is: 1. (5) Reactant: [CH2:1]([O:3][C:4](=[O:21])[CH2:5][CH:6]1[CH2:11][CH2:10][CH:9]([C:12]2[CH:17]=[CH:16][C:15]([C:18](=O)[CH3:19])=[CH:14][CH:13]=2)[CH2:8][CH2:7]1)[CH3:2].O.[C:23]([OH:27])(=O)[CH:24]=O.[OH-].[NH4+:29].[NH2:30]N. Product: [CH2:1]([O:3][C:4](=[O:21])[CH2:5][CH:6]1[CH2:11][CH2:10][CH:9]([C:12]2[CH:17]=[CH:16][C:15]([C:18]3[CH:19]=[CH:24][C:23](=[O:27])[NH:30][N:29]=3)=[CH:14][CH:13]=2)[CH2:8][CH2:7]1)[CH3:2]. The catalyst class is: 211. (6) Reactant: [Br:1][C:2]1[CH:3]=[N:4][C:5]([NH:8][C@@H:9]2[CH2:14][C@@H:13]3[N:15](C(OC(C)(C)C)=O)[C@H:10]2[CH2:11][CH2:12]3)=[N:6][CH:7]=1.Cl. Product: [Br:1][C:2]1[CH:3]=[N:4][C:5]([NH:8][C@@H:9]2[CH2:14][C@@H:13]3[NH:15][C@H:10]2[CH2:11][CH2:12]3)=[N:6][CH:7]=1. The catalyst class is: 135.